Dataset: Catalyst prediction with 721,799 reactions and 888 catalyst types from USPTO. Task: Predict which catalyst facilitates the given reaction. Reactant: [NH2:1][C:2]1[CH:23]=[CH:22][CH:21]=[C:20]([F:24])[C:3]=1[CH2:4][CH2:5][C@H:6]1[CH2:10][O:9][C:8]([CH3:12])([CH3:11])[N:7]1[C:13]([O:15][C:16]([CH3:19])([CH3:18])[CH3:17])=[O:14].[N:25]([C@@H:28]([C@@H:32]([C:39]1[CH:44]=[CH:43][C:42]([Cl:45])=[CH:41][CH:40]=1)[CH:33]1[CH2:38][CH2:37][O:36][CH2:35][CH2:34]1)[C:29](O)=[O:30])=[N+:26]=[N-:27].O=P(Cl)(Cl)Cl. Product: [N:25]([C@@H:28]([C@@H:32]([C:39]1[CH:40]=[CH:41][C:42]([Cl:45])=[CH:43][CH:44]=1)[CH:33]1[CH2:34][CH2:35][O:36][CH2:37][CH2:38]1)[C:29]([NH:1][C:2]1[CH:23]=[CH:22][CH:21]=[C:20]([F:24])[C:3]=1[CH2:4][CH2:5][C@H:6]1[CH2:10][O:9][C:8]([CH3:11])([CH3:12])[N:7]1[C:13]([O:15][C:16]([CH3:19])([CH3:17])[CH3:18])=[O:14])=[O:30])=[N+:26]=[N-:27]. The catalyst class is: 17.